Dataset: NCI-60 drug combinations with 297,098 pairs across 59 cell lines. Task: Regression. Given two drug SMILES strings and cell line genomic features, predict the synergy score measuring deviation from expected non-interaction effect. (1) Drug 1: CC12CCC3C(C1CCC2=O)CC(=C)C4=CC(=O)C=CC34C. Synergy scores: CSS=59.4, Synergy_ZIP=1.02, Synergy_Bliss=3.71, Synergy_Loewe=2.37, Synergy_HSA=2.41. Cell line: MOLT-4. Drug 2: COCCOC1=C(C=C2C(=C1)C(=NC=N2)NC3=CC=CC(=C3)C#C)OCCOC.Cl. (2) Drug 1: CC12CCC3C(C1CCC2=O)CC(=C)C4=CC(=O)C=CC34C. Drug 2: COC1=CC(=CC(=C1O)OC)C2C3C(COC3=O)C(C4=CC5=C(C=C24)OCO5)OC6C(C(C7C(O6)COC(O7)C8=CC=CS8)O)O. Cell line: T-47D. Synergy scores: CSS=38.3, Synergy_ZIP=-14.5, Synergy_Bliss=-3.70, Synergy_Loewe=-12.1, Synergy_HSA=-0.0947. (3) Drug 1: C1=C(C(=O)NC(=O)N1)F. Synergy scores: CSS=31.8, Synergy_ZIP=7.51, Synergy_Bliss=11.2, Synergy_Loewe=8.83, Synergy_HSA=12.0. Cell line: SK-OV-3. Drug 2: C1CC(=O)NC(=O)C1N2C(=O)C3=CC=CC=C3C2=O. (4) Drug 1: CC1C(C(=O)NC(C(=O)N2CCCC2C(=O)N(CC(=O)N(C(C(=O)O1)C(C)C)C)C)C(C)C)NC(=O)C3=C4C(=C(C=C3)C)OC5=C(C(=O)C(=C(C5=N4)C(=O)NC6C(OC(=O)C(N(C(=O)CN(C(=O)C7CCCN7C(=O)C(NC6=O)C(C)C)C)C)C(C)C)C)N)C. Drug 2: C1C(C(OC1N2C=NC3=C2NC=NCC3O)CO)O. Cell line: UO-31. Synergy scores: CSS=1.46, Synergy_ZIP=1.19, Synergy_Bliss=6.24, Synergy_Loewe=3.17, Synergy_HSA=3.82. (5) Drug 1: C1CCC(CC1)NC(=O)N(CCCl)N=O. Drug 2: C1C(C(OC1N2C=NC(=NC2=O)N)CO)O. Cell line: HCT116. Synergy scores: CSS=49.9, Synergy_ZIP=0.791, Synergy_Bliss=-0.0994, Synergy_Loewe=3.74, Synergy_HSA=5.90. (6) Cell line: HCT-15. Drug 1: C1CC(=O)NC(=O)C1N2CC3=C(C2=O)C=CC=C3N. Synergy scores: CSS=44.0, Synergy_ZIP=1.88, Synergy_Bliss=-1.14, Synergy_Loewe=-8.30, Synergy_HSA=-1.30. Drug 2: CN(CC1=CN=C2C(=N1)C(=NC(=N2)N)N)C3=CC=C(C=C3)C(=O)NC(CCC(=O)O)C(=O)O. (7) Drug 1: C1CC(C1)(C(=O)O)C(=O)O.[NH2-].[NH2-].[Pt+2]. Drug 2: C(CN)CNCCSP(=O)(O)O. Cell line: ACHN. Synergy scores: CSS=0.889, Synergy_ZIP=0.775, Synergy_Bliss=3.79, Synergy_Loewe=-2.77, Synergy_HSA=0.230.